From a dataset of Forward reaction prediction with 1.9M reactions from USPTO patents (1976-2016). Predict the product of the given reaction. (1) Given the reactants [NH2:1][C:2]1[CH:7]=[CH:6][C:5]([OH:8])=[CH:4][CH:3]=1.C(=O)([O-])[O-].[Cs+].[Cs+].Cl[C:16]1[C:21]([C:22]2[CH:23]=[N:24][N:25]([C:27]([C:40]3[CH:45]=[CH:44][CH:43]=[CH:42][CH:41]=3)([C:34]3[CH:39]=[CH:38][CH:37]=[CH:36][CH:35]=3)[C:28]3[CH:33]=[CH:32][CH:31]=[CH:30][CH:29]=3)[CH:26]=2)=[CH:20][CH:19]=[CH:18][N:17]=1, predict the reaction product. The product is: [C:27]([N:25]1[CH:26]=[C:22]([C:21]2[C:16]([O:8][C:5]3[CH:6]=[CH:7][C:2]([NH2:1])=[CH:3][CH:4]=3)=[N:17][CH:18]=[CH:19][CH:20]=2)[CH:23]=[N:24]1)([C:40]1[CH:45]=[CH:44][CH:43]=[CH:42][CH:41]=1)([C:34]1[CH:35]=[CH:36][CH:37]=[CH:38][CH:39]=1)[C:28]1[CH:33]=[CH:32][CH:31]=[CH:30][CH:29]=1. (2) Given the reactants [CH3:1][O:2][C:3]([C:5]1[N:6]([S:15]([C:18]2[CH:23]=[CH:22][C:21]([CH3:24])=[CH:20][CH:19]=2)(=[O:17])=[O:16])[C:7]2[C:12]([C:13]=1I)=[CH:11][CH:10]=[CH:9][CH:8]=2)=[O:4].C([Sn](CCCC)(CCCC)[C:30]1[C:38]2[C:33](=[CH:34][CH:35]=[CH:36][CH:37]=2)[N:32]([S:39]([C:42]2[CH:47]=[CH:46][C:45]([CH3:48])=[CH:44][CH:43]=2)(=[O:41])=[O:40])[CH:31]=1)CCC, predict the reaction product. The product is: [CH3:1][O:2][C:3]([C:5]1[N:6]([S:15]([C:18]2[CH:23]=[CH:22][C:21]([CH3:24])=[CH:20][CH:19]=2)(=[O:17])=[O:16])[C:7]2[C:12]([C:13]=1[C:30]1[C:38]3[C:33](=[CH:34][CH:35]=[CH:36][CH:37]=3)[N:32]([S:39]([C:42]3[CH:47]=[CH:46][C:45]([CH3:48])=[CH:44][CH:43]=3)(=[O:41])=[O:40])[CH:31]=1)=[CH:11][CH:10]=[CH:9][CH:8]=2)=[O:4]. (3) Given the reactants [C:1](=O)([O-])[O-].[Cs+].[Cs+].[CH2:7]([C:9]1[CH:14]=[CH:13][C:12]([OH:15])=[C:11]([C:16]2[CH:21]=[CH:20][CH:19]=[CH:18][N:17]=2)[CH:10]=1)[CH3:8].[CH3:22][O:23][C:24](=[O:43])[CH2:25][CH2:26][C:27]1[CH:32]=[CH:31][C:30]([O:33][CH2:34][CH2:35][C@@H:36](OS(C)(=O)=O)[CH3:37])=[CH:29][CH:28]=1, predict the reaction product. The product is: [CH3:22][O:23][C:24](=[O:43])[CH2:25][CH2:26][C:27]1[CH:32]=[CH:31][C:30]([O:33][CH2:34][CH2:35][C@@H:36]([O:15][C:12]2[CH:13]=[CH:14][C:9]([CH2:7][CH3:8])=[CH:10][C:11]=2[C:16]2[CH:21]=[CH:20][CH:19]=[CH:18][N:17]=2)[CH3:37])=[CH:29][C:28]=1[CH3:1].